From a dataset of Forward reaction prediction with 1.9M reactions from USPTO patents (1976-2016). Predict the product of the given reaction. (1) Given the reactants [C:1]1([S:7]([N:10](S(C2C=CC=CC=2)(=O)=O)[C:11]2[CH:12]=[C:13]3[C:18](=[CH:19][CH:20]=2)[N:17]=[CH:16][C:15]([C:21]([O:23]C)=[O:22])=[CH:14]3)(=[O:9])=[O:8])[CH:6]=[CH:5][CH:4]=[CH:3][CH:2]=1.[OH-].[Na+].O.Cl, predict the reaction product. The product is: [C:1]1([S:7]([NH:10][C:11]2[CH:12]=[C:13]3[C:18](=[CH:19][CH:20]=2)[N:17]=[CH:16][C:15]([C:21]([OH:23])=[O:22])=[CH:14]3)(=[O:9])=[O:8])[CH:2]=[CH:3][CH:4]=[CH:5][CH:6]=1. (2) Given the reactants C(=[N:14][CH:15]([CH2:18][C:19]1[CH:24]=[CH:23][CH:22]=[CH:21][C:20]=1[O:25][CH3:26])[C:16]#[N:17])(C1C=CC=CC=1)C1C=CC=CC=1.Cl, predict the reaction product. The product is: [NH2:14][CH:15]([CH2:18][C:19]1[CH:24]=[CH:23][CH:22]=[CH:21][C:20]=1[O:25][CH3:26])[C:16]#[N:17]. (3) Given the reactants [Cl:1][C:2]1[CH:11]=[C:10]2[C:5]([CH2:6][CH2:7][CH2:8][NH:9]2)=[CH:4][CH:3]=1.[Br:12]N1C(=O)CCC1=O.O, predict the reaction product. The product is: [Br:12][C:3]1[CH:4]=[C:5]2[C:10](=[CH:11][C:2]=1[Cl:1])[NH:9][CH2:8][CH2:7][CH2:6]2. (4) Given the reactants COC1C=C(OC)C=CC=1C[N:6]([C:24]1[S:28][N:27]=[CH:26][N:25]=1)[S:7]([C:10]1[CH:11]=[C:12]2[C:17](=[CH:18][CH:19]=1)[C:16]([C:20]([O:22]C)=[O:21])=[CH:15][CH:14]=[CH:13]2)(=[O:9])=[O:8].C(O)(C(F)(F)F)=O.CO.[OH-].[Li+], predict the reaction product. The product is: [S:28]1[C:24]([NH:6][S:7]([C:10]2[CH:11]=[C:12]3[C:17](=[CH:18][CH:19]=2)[C:16]([C:20]([OH:22])=[O:21])=[CH:15][CH:14]=[CH:13]3)(=[O:8])=[O:9])=[N:25][CH:26]=[N:27]1. (5) Given the reactants [Br:1][C:2]1[CH:3]=[N:4][C:5](Cl)=[N:6][CH:7]=1.[O:9]1[C:13]2[CH:14]=[CH:15][C:16]([C:18]3[C:19]([O:38][CH2:39][CH2:40][OH:41])=[N:20][N:21]([CH3:37])[C:22]=3[NH:23][S:24]([C:27]3[CH:32]=[CH:31][C:30]([C:33]([CH3:36])([CH3:35])[CH3:34])=[CH:29][CH:28]=3)(=[O:26])=[O:25])=[CH:17][C:12]=2[O:11][CH2:10]1, predict the reaction product. The product is: [O:9]1[C:13]2[CH:14]=[CH:15][C:16]([C:18]3[C:19]([O:38][CH2:39][CH2:40][O:41][C:5]4[N:4]=[CH:3][C:2]([Br:1])=[CH:7][N:6]=4)=[N:20][N:21]([CH3:37])[C:22]=3[NH:23][S:24]([C:27]3[CH:32]=[CH:31][C:30]([C:33]([CH3:36])([CH3:34])[CH3:35])=[CH:29][CH:28]=3)(=[O:26])=[O:25])=[CH:17][C:12]=2[O:11][CH2:10]1. (6) The product is: [CH:8]1[CH:9]=[CH:10][C:2]2[C:1]([C:37]3[CH:38]=[CH:39][C:34]([OH:31])=[CH:35][CH:36]=3)([C:25]3[CH:24]=[CH:23][C:22]([OH:28])=[CH:27][CH:26]=3)[O:6][C:4](=[O:5])[C:3]=2[CH:7]=1. Given the reactants [C:1]1(=O)[O:6][C:4](=[O:5])[C:3]2=[CH:7][CH:8]=[CH:9][CH:10]=[C:2]12.C([N+]1C=CN(C)C=1)CCC.[C:22]1([OH:28])[CH:27]=[CH:26][CH:25]=[CH:24][CH:23]=1.ClS(O)(=O)=[O:31].[C:34]1(C)[CH:39]=[CH:38][CH:37]=[CH:36][CH:35]=1, predict the reaction product. (7) Given the reactants [H-].[Na+].[CH3:3][S:4]([NH2:7])(=[O:6])=[O:5].[F:8][C:9]1[CH:10]=[C:11]2[C:16](=[C:17]([C:19](O)=[O:20])[CH:18]=1)[NH:15][CH:14]([C:22]1[CH:27]=[CH:26][CH:25]=[C:24]([N:28]3[CH2:33][CH2:32][O:31][CH2:30][CH2:29]3)[CH:23]=1)[CH2:13][C:12]2([CH3:35])[CH3:34].C(N1C=CN=C1)(N1C=CN=C1)=O, predict the reaction product. The product is: [F:8][C:9]1[CH:10]=[C:11]2[C:16](=[C:17]([C:19]([NH:7][S:4]([CH3:3])(=[O:6])=[O:5])=[O:20])[CH:18]=1)[NH:15][CH:14]([C:22]1[CH:27]=[CH:26][CH:25]=[C:24]([N:28]3[CH2:33][CH2:32][O:31][CH2:30][CH2:29]3)[CH:23]=1)[CH2:13][C:12]2([CH3:35])[CH3:34]. (8) The product is: [Br:1][C:2]1[S:6][C:5]([C:7]([CH:20]2[CH2:22][CH2:21]2)([OH:8])[C@H:9]2[CH2:10][CH2:11][C@H:12]([C:15]([O:17][CH2:18][CH3:19])=[O:16])[CH2:13][CH2:14]2)=[N:4][CH:3]=1. Given the reactants [Br:1][C:2]1[S:6][C:5]([C:7]([C@H:9]2[CH2:14][CH2:13][C@H:12]([C:15]([O:17][CH2:18][CH3:19])=[O:16])[CH2:11][CH2:10]2)=[O:8])=[N:4][CH:3]=1.[CH:20]1([Mg]Br)[CH2:22][CH2:21]1, predict the reaction product. (9) Given the reactants Cl.[NH2:2][CH2:3][C:4]1[CH:5]=[C:6]2[C:10](=[CH:11][CH:12]=1)[C:9](=[O:13])[N:8]([CH:14]1[CH2:19][CH2:18][C:17](=[O:20])[NH:16][C:15]1=[O:21])[CH2:7]2.[Cl:22][C:23]1[CH:28]=[CH:27][CH:26]=[CH:25][C:24]=1[N:29]=[C:30]=[O:31].C(N(CC)CC)C.Cl, predict the reaction product. The product is: [Cl:22][C:23]1[CH:28]=[CH:27][CH:26]=[CH:25][C:24]=1[NH:29][C:30]([NH:2][CH2:3][C:4]1[CH:5]=[C:6]2[C:10](=[CH:11][CH:12]=1)[C:9](=[O:13])[N:8]([CH:14]1[CH2:19][CH2:18][C:17](=[O:20])[NH:16][C:15]1=[O:21])[CH2:7]2)=[O:31]. (10) The product is: [Br:14][C:5]1[C:4]([C:8]2[CH:13]=[CH:12][CH:11]=[CH:10][CH:9]=2)=[C:3]([CH2:1][CH3:2])[NH:7][N:6]=1. Given the reactants [CH2:1]([C:3]1[NH:7][N:6]=[CH:5][C:4]=1[C:8]1[CH:13]=[CH:12][CH:11]=[CH:10][CH:9]=1)[CH3:2].[Br:14]Br, predict the reaction product.